This data is from Forward reaction prediction with 1.9M reactions from USPTO patents (1976-2016). The task is: Predict the product of the given reaction. (1) The product is: [CH2:18]([N:13]1[NH:12][N:11]=[C:10]([CH2:9][CH2:8][NH2:7])[NH:14]1)[CH3:19].[C:1]([O:5][C:6](=[O:15])[NH:7][CH2:8][CH2:9][C:10]1[N:11]=[N:12][N:13]([CH2:18][CH3:19])[N:14]=1)([CH3:4])([CH3:2])[CH3:3]. Given the reactants [C:1]([O:5][C:6](=[O:15])[NH:7][CH2:8][CH2:9][C:10]1[NH:14][N:13]=[N:12][N:11]=1)([CH3:4])([CH3:3])[CH3:2].[H-].[Na+].[CH2:18](I)[CH3:19], predict the reaction product. (2) Given the reactants [CH3:1][C:2]1[C:7]([C:8]([F:11])([F:10])[F:9])=[CH:6][CH:5]=[CH:4][C:3]=1[NH:12][C:13](=[O:15])[CH3:14].C(O)(=O)C.[Br:20]Br.C(=O)([O-])[O-].[K+].[K+], predict the reaction product. The product is: [Br:20][C:6]1[CH:5]=[CH:4][C:3]([NH:12][C:13](=[O:15])[CH3:14])=[C:2]([CH3:1])[C:7]=1[C:8]([F:10])([F:11])[F:9]. (3) Given the reactants [O:1]([C:8]1[CH:23]=[C:22]([C:24]([F:27])([F:26])[F:25])[CH:21]=[CH:20][C:9]=1[O:10][C@@H:11]([CH3:19])[CH2:12][CH2:13]OS(C)(=O)=O)[C:2]1[CH:7]=[CH:6][CH:5]=[CH:4][CH:3]=1.[CH2:28]([O:30][C:31](=[O:43])[CH2:32][O:33][C:34]1[CH:39]=[CH:38][C:37]([SH:40])=[CH:36][C:35]=1[CH2:41][CH3:42])[CH3:29], predict the reaction product. The product is: [CH2:28]([O:30][C:31](=[O:43])[CH2:32][O:33][C:34]1[CH:39]=[CH:38][C:37]([S:40][CH2:13][CH2:12][C@@H:11]([O:10][C:9]2[CH:20]=[CH:21][C:22]([C:24]([F:27])([F:26])[F:25])=[CH:23][C:8]=2[O:1][C:2]2[CH:3]=[CH:4][CH:5]=[CH:6][CH:7]=2)[CH3:19])=[CH:36][C:35]=1[CH2:41][CH3:42])[CH3:29]. (4) Given the reactants [Cl:1][CH2:2][CH2:3][CH2:4][CH2:5][CH2:6][NH:7][C:8]1[C:13]([N+:14]([O-])=O)=[C:12]([O:17][C:18]2[CH:23]=[CH:22][CH:21]=[CH:20][CH:19]=2)[N:11]=[C:10]([CH3:24])[C:9]=1[CH3:25], predict the reaction product. The product is: [Cl:1][CH2:2][CH2:3][CH2:4][CH2:5][CH2:6][NH:7][C:8]1[C:9]([CH3:25])=[C:10]([CH3:24])[N:11]=[C:12]([O:17][C:18]2[CH:19]=[CH:20][CH:21]=[CH:22][CH:23]=2)[C:13]=1[NH2:14]. (5) Given the reactants Cl.Cl[CH2:3][C:4]1[N:5]=[CH:6][N:7]([CH2:10][CH3:11])[C:8]=1[CH3:9].[CH3:12][C:13]1[N:18]=[C:17]([SH:19])[N:16]=[C:15]([OH:20])[CH:14]=1.C(=O)([O-])[O-].[K+].[K+], predict the reaction product. The product is: [CH2:10]([N:7]1[C:8]([CH3:9])=[C:4]([CH2:3][S:19][C:17]2[N:16]=[C:15]([OH:20])[CH:14]=[C:13]([CH3:12])[N:18]=2)[N:5]=[CH:6]1)[CH3:11]. (6) The product is: [Br:1][C:2]1[CH:3]=[C:4]2[C:9](=[CH:10][CH:11]=1)[C:8]([C:12]([CH3:17])=[CH2:13])=[C:7]([O:15][CH3:16])[CH:6]=[CH:5]2. Given the reactants [Br:1][C:2]1[CH:3]=[C:4]2[C:9](=[CH:10][CH:11]=1)[C:8]([C:12](=O)[CH3:13])=[C:7]([O:15][CH3:16])[CH:6]=[CH:5]2.[CH3:17][Mg]Cl, predict the reaction product. (7) Given the reactants [Cl:1][C:2]1[CH:7]=[CH:6][C:5]([N:8]=[C:9]=[O:10])=[CH:4][C:3]=1[C:11]([F:14])([F:13])[F:12].[CH3:15][NH:16][C:17]([C:19]1[CH:24]=[C:23]([O:25][C:26]2[CH:32]=[CH:31][C:29]([NH2:30])=[CH:28][CH:27]=2)[CH:22]=[CH:21][N:20]=1)=[O:18], predict the reaction product. The product is: [CH3:15][NH:16][C:17]([C:19]1[CH:24]=[C:23]([O:25][C:26]2[CH:32]=[CH:31][C:29]([NH:30][C:9]([NH:8][C:5]3[CH:6]=[CH:7][C:2]([Cl:1])=[C:3]([C:11]([F:12])([F:13])[F:14])[CH:4]=3)=[O:10])=[CH:28][CH:27]=2)[CH:22]=[CH:21][N:20]=1)=[O:18].